This data is from Retrosynthesis with 50K atom-mapped reactions and 10 reaction types from USPTO. The task is: Predict the reactants needed to synthesize the given product. (1) Given the product Cc1c(N)cccc1CO, predict the reactants needed to synthesize it. The reactants are: Cc1c(N)cccc1C(=O)O. (2) Given the product CC1(C(=O)N[C@H]2CC[C@H](CCN3CCC(c4cccc5c4OCO5)CC3)CC2)COC1, predict the reactants needed to synthesize it. The reactants are: CC1(C(=O)O)COC1.N[C@H]1CC[C@H](CCN2CCC(c3cccc4c3OCO4)CC2)CC1.